This data is from Reaction yield outcomes from USPTO patents with 853,638 reactions. The task is: Predict the reaction yield, written as a fraction of the theoretical maximum amount of product (1.0 means a 100% yield; for example, 0.34 means a 34% yield). (1) The reactants are Br[CH2:2][C:3]([C:5]1[CH:25]=[CH:24][C:8]([O:9][CH2:10][CH2:11][CH2:12][CH2:13][CH2:14][O:15][C:16]2[CH:23]=[CH:22][C:19]([C:20]#[N:21])=[CH:18][CH:17]=2)=[CH:7][CH:6]=1)=O.[CH3:26][NH:27][C:28]([NH2:30])=[S:29]. The catalyst is C(O)C. The product is [CH3:26][NH:27][C:28]1[S:29][CH:2]=[C:3]([C:5]2[CH:25]=[CH:24][C:8]([O:9][CH2:10][CH2:11][CH2:12][CH2:13][CH2:14][O:15][C:16]3[CH:23]=[CH:22][C:19]([C:20]#[N:21])=[CH:18][CH:17]=3)=[CH:7][CH:6]=2)[N:30]=1. The yield is 0.900. (2) The reactants are [Cl:1][C:2]1[CH:13]=[C:6]2[C:7]([O:9]C(=O)[NH:11][C:5]2=[CH:4][CH:3]=1)=O.Cl.[NH2:15][CH:16]1[CH2:21][CH2:20][C:19](=[O:22])[NH:18][C:17]1=[O:23].C(N(CC)CC)C.C(O)(=O)C. The catalyst is C(#N)C. The product is [NH2:11][C:5]1[CH:4]=[CH:3][C:2]([Cl:1])=[CH:13][C:6]=1[C:7]([NH:15][CH:16]1[CH2:21][CH2:20][C:19](=[O:22])[NH:18][C:17]1=[O:23])=[O:9]. The yield is 0.420.